From a dataset of Full USPTO retrosynthesis dataset with 1.9M reactions from patents (1976-2016). Predict the reactants needed to synthesize the given product. Given the product [CH2:45]([C:47]1[CH:52]=[C:51]([OH:53])[C:50]([F:54])=[CH:49][C:48]=1[C:55]1[CH:63]=[C:62]2[C:58]([C:59]([C:64]3[NH:65][C:66]4[CH2:71][CH2:70][N:69]([C:11]([C:8]5[CH:7]=[N:6][C:5]([O:4][C:3]6[CH:14]=[CH:15][CH:16]=[CH:17][C:2]=6[F:1])=[CH:10][N:9]=5)=[O:13])[CH2:68][C:67]=4[N:72]=3)=[N:60][NH:61]2)=[CH:57][CH:56]=1)[CH3:46], predict the reactants needed to synthesize it. The reactants are: [F:1][C:2]1[CH:17]=[CH:16][CH:15]=[CH:14][C:3]=1[O:4][C:5]1[N:6]=[CH:7][C:8]([C:11]([OH:13])=O)=[N:9][CH:10]=1.CN(C(ON1N=NC2C=CC=CC1=2)=[N+](C)C)C.F[P-](F)(F)(F)(F)F.Br.Br.Br.[CH2:45]([C:47]1[C:48]([C:55]2[CH:63]=[C:62]3[C:58]([C:59]([C:64]4[NH:65][C:66]5[CH2:71][CH2:70][NH:69][CH2:68][C:67]=5[N:72]=4)=[N:60][NH:61]3)=[CH:57][CH:56]=2)=[CH:49][C:50]([F:54])=[C:51]([OH:53])[CH:52]=1)[CH3:46].CCN(C(C)C)C(C)C.C(=O)([O-])O.[Na+].